This data is from Full USPTO retrosynthesis dataset with 1.9M reactions from patents (1976-2016). The task is: Predict the reactants needed to synthesize the given product. (1) Given the product [CH2:1]([O:8][C:9]1[CH:16]=[CH:15][C:12]([CH:13]=[N:20][OH:21])=[CH:11][CH:10]=1)[C:2]1[CH:7]=[CH:6][CH:5]=[CH:4][CH:3]=1, predict the reactants needed to synthesize it. The reactants are: [CH2:1]([O:8][C:9]1[CH:16]=[CH:15][C:12]([CH:13]=O)=[CH:11][CH:10]=1)[C:2]1[CH:7]=[CH:6][CH:5]=[CH:4][CH:3]=1.C(O)C.[NH2:20][OH:21].Cl.C([O-])(=O)C.[Na+]. (2) The reactants are: CC1(C)C(C)(C)OB([C:9]2[CH:10]=[C:11]3[C:16](=[CH:17][CH:18]=2)[O:15][C@@H:14]([CH2:19][N:20]([CH2:39][C:40]2[CH:45]=[CH:44][CH:43]=[CH:42][CH:41]=2)[CH2:21][C@H:22]([O:31][Si:32]([C:35]([CH3:38])([CH3:37])[CH3:36])([CH3:34])[CH3:33])[CH2:23][O:24][C:25]2[CH:30]=[CH:29][CH:28]=[CH:27][CH:26]=2)[CH2:13][CH2:12]3)O1.Cl[C:48]1[CH:53]=[CH:52][N:51]=[C:50]([C:54]([NH2:56])=[O:55])[CH:49]=1.C(=O)([O-])[O-].[Na+].[Na+].C1(P(C2C=CC=CC=2)C2C=CC=CC=2)C=CC=CC=1. Given the product [CH3:38][C:35]([Si:32]([CH3:34])([CH3:33])[O:31][C@H:22]([CH2:23][O:24][C:25]1[CH:26]=[CH:27][CH:28]=[CH:29][CH:30]=1)[CH2:21][N:20]([CH2:19][C@H:14]1[CH2:13][CH2:12][C:11]2[C:16](=[CH:17][CH:18]=[C:9]([C:48]3[CH:53]=[CH:52][N:51]=[C:50]([C:54]([NH2:56])=[O:55])[CH:49]=3)[CH:10]=2)[O:15]1)[CH2:39][C:40]1[CH:45]=[CH:44][CH:43]=[CH:42][CH:41]=1)([CH3:36])[CH3:37], predict the reactants needed to synthesize it. (3) Given the product [OH:31][C:23]1([OH:29])[C:22](=[O:33])[C:21]2[C:25](=[CH:26][CH:27]=[C:19]([C:17]3[CH:16]=[C:15]([C:34]4[CH:35]=[C:36]5[C:40](=[CH:41][CH:42]=4)[C:39](=[O:43])[C:38]([OH:46])([OH:44])[C:37]5=[O:48])[CH:14]=[C:13]([C:8]4[CH:9]=[C:10]5[C:5](=[CH:6][CH:7]=4)[C:4](=[O:49])[C:3]([OH:50])([OH:2])[C:11]5=[O:12])[CH:18]=3)[CH:20]=2)[C:24]1=[O:28], predict the reactants needed to synthesize it. The reactants are: C[O:2][C:3]1([O:50]C)[C:11](=[O:12])[C:10]2[C:5](=[CH:6][CH:7]=[C:8]([C:13]3[CH:18]=[C:17]([C:19]4[CH:20]=[C:21]5[C:25](=[CH:26][CH:27]=4)[C:24](=[O:28])[C:23]([O:31]C)([O:29]C)[C:22]5=[O:33])[CH:16]=[C:15]([C:34]4[CH:35]=[C:36]5[C:40](=[CH:41][CH:42]=4)[C:39](=[O:43])[C:38]([O:46]C)([O:44]C)[C:37]5=[O:48])[CH:14]=3)[CH:9]=2)[C:4]1=[O:49].C(O)(=O)C.Br. (4) Given the product [CH3:32][C:28]1([CH2:27][O:26][C:23]2[CH:24]=[CH:25][C:20]3[N:19]([C:16]4[CH:15]=[CH:14][C:13]5[C:18](=[C:9]([OH:8])[CH:10]=[CH:11][CH:12]=5)[N:17]=4)[CH:36]=[N:33][C:21]=3[CH:22]=2)[CH2:31][O:30][CH2:29]1, predict the reactants needed to synthesize it. The reactants are: C([O:8][C:9]1[CH:10]=[CH:11][CH:12]=[C:13]2[C:18]=1[N:17]=[C:16]([NH:19][C:20]1[CH:25]=[CH:24][C:23]([O:26][CH2:27][C:28]3([CH3:32])[CH2:31][O:30][CH2:29]3)=[CH:22][C:21]=1[N+:33]([O-])=O)[CH:15]=[CH:14]2)C1C=CC=CC=1.[CH2:36](N(CC)CC)C.C(O)=O.C(O)(=O)C.C(N)=N. (5) Given the product [CH2:32]([O:31][C:29]([N:26]([CH2:25][C:15]1[CH:16]=[C:17]([NH:20][S:21]([CH3:24])(=[O:23])=[O:22])[CH:18]=[CH:19][C:14]=1[C:8]1[C:9]([O:12][CH3:13])=[CH:10][CH:11]=[C:6]([CH2:5][C:4]([OH:39])=[O:3])[CH:7]=1)[CH2:27][CH3:28])=[O:30])[C:33]1[CH:34]=[CH:35][CH:36]=[CH:37][CH:38]=1, predict the reactants needed to synthesize it. The reactants are: C([O:3][C:4](=[O:39])[CH2:5][C:6]1[CH:7]=[C:8]([C:14]2[CH:19]=[CH:18][C:17]([NH:20][S:21]([CH3:24])(=[O:23])=[O:22])=[CH:16][C:15]=2[CH2:25][N:26]([C:29]([O:31][CH2:32][C:33]2[CH:38]=[CH:37][CH:36]=[CH:35][CH:34]=2)=[O:30])[CH2:27][CH3:28])[C:9]([O:12][CH3:13])=[CH:10][CH:11]=1)C.[OH-].[Li+]. (6) Given the product [CH3:28][C@H:23]1[CH2:24][O:25][CH2:26][CH2:27][N:22]1[C:10]1[N:9]=[C:8]([C:37]2[CH:38]=[N:39][C:40]([NH2:43])=[N:41][CH:42]=2)[N:16]=[C:15]2[C:11]=1[N:12]=[CH:13][N:14]2[CH2:17][C:18]([F:21])([F:20])[F:19], predict the reactants needed to synthesize it. The reactants are: O1CCOCC1.Cl[C:8]1[N:16]=[C:15]2[C:11]([N:12]=[CH:13][N:14]2[CH2:17][C:18]([F:21])([F:20])[F:19])=[C:10]([N:22]2[CH2:27][CH2:26][O:25][CH2:24][C@@H:23]2[CH3:28])[N:9]=1.CC1(C)C(C)(C)OB([C:37]2[CH:38]=[N:39][C:40]([NH2:43])=[N:41][CH:42]=2)O1.C(=O)([O-])[O-].[Na+].[Na+]. (7) The reactants are: [C:1](Cl)(=[O:6])[C:2]([CH3:5])([CH3:4])[CH3:3].[CH2:8]([O:15][C:16]([N:18]1[CH2:23][CH:22]([O:24][CH2:25][C:26]2[CH:27]=[CH:28][C:29]3[O:34][CH2:33][CH2:32][N:31]([CH2:35][CH2:36][CH2:37][O:38][CH3:39])[C:30]=3[CH:40]=2)[CH:21]([C:41]2[CH:46]=[CH:45][C:44]([O:47][CH3:48])=[CH:43][CH:42]=2)[CH:20]([OH:49])[CH2:19]1)=[O:17])[C:9]1[CH:14]=[CH:13][CH:12]=[CH:11][CH:10]=1. Given the product [CH2:8]([O:15][C:16]([N:18]1[CH2:23][CH:22]([O:24][CH2:25][C:26]2[CH:27]=[CH:28][C:29]3[O:34][CH2:33][CH2:32][N:31]([CH2:35][CH2:36][CH2:37][O:38][CH3:39])[C:30]=3[CH:40]=2)[CH:21]([C:41]2[CH:46]=[CH:45][C:44]([O:47][CH3:48])=[CH:43][CH:42]=2)[CH:20]([O:49][C:1](=[O:6])[C:2]([CH3:5])([CH3:4])[CH3:3])[CH2:19]1)=[O:17])[C:9]1[CH:14]=[CH:13][CH:12]=[CH:11][CH:10]=1, predict the reactants needed to synthesize it.